This data is from Full USPTO retrosynthesis dataset with 1.9M reactions from patents (1976-2016). The task is: Predict the reactants needed to synthesize the given product. (1) Given the product [Br:12][C:7]1[CH:6]=[C:3]2[C:2](=[CH:9][C:8]=1[O:10][CH3:11])[N:1]=[CH:17][N:18]=[CH:4]2, predict the reactants needed to synthesize it. The reactants are: [NH2:1][C:2]1[CH:9]=[C:8]([O:10][CH3:11])[C:7]([Br:12])=[CH:6][C:3]=1[CH:4]=O.C(O)(=O)C.[CH:17](=N)[NH2:18]. (2) Given the product [ClH:50].[O:1]=[C:2]1[NH:7][C:6](=[O:8])[C:5]([C:9]#[N:10])=[CH:4][N:3]1[CH2:11][CH2:12][CH2:13][CH2:14][N:26]1[CH2:27][C@H:28]2[C@:24]([C:21]3[CH:20]=[CH:19][C:18]([C:17]([F:16])([F:31])[F:30])=[CH:23][CH:22]=3)([CH2:29]2)[CH2:25]1, predict the reactants needed to synthesize it. The reactants are: [O:1]=[C:2]1[NH:7][C:6](=[O:8])[C:5]([C:9]#[N:10])=[CH:4][N:3]1[CH2:11][CH2:12][CH2:13][CH:14]=O.[F:16][C:17]([F:31])([F:30])[C:18]1[CH:23]=[CH:22][C:21]([C@:24]23[CH2:29][C@H:28]2[CH2:27][NH:26][CH2:25]3)=[CH:20][CH:19]=1.CC(O)=O.[BH-](OC(C)=O)(OC(C)=O)OC(C)=O.[Na+].[Cl:50]C(Cl)C.